Binary Classification. Given a drug SMILES string, predict its activity (active/inactive) in a high-throughput screening assay against a specified biological target. From a dataset of HIV replication inhibition screening data with 41,000+ compounds from the AIDS Antiviral Screen. (1) The compound is COc1ccc(C=NNS(=O)(=O)c2ccc(C=C3NC(=O)N(C)C3=O)cc2)cc1. The result is 0 (inactive). (2) The drug is N#Cc1sc2c(c1OC(=O)c1ccccc1)c(=O)n(-c1ccccc1)c(=S)n2-c1ccccc1. The result is 0 (inactive).